Dataset: Full USPTO retrosynthesis dataset with 1.9M reactions from patents (1976-2016). Task: Predict the reactants needed to synthesize the given product. Given the product [CH3:1][O:2][C:3]1[CH:4]=[C:5]([CH:21]=[O:32])[C:6]2[CH:7]=[CH:8][N:9]([S:12]([C:15]3[CH:20]=[CH:19][CH:18]=[CH:17][CH:16]=3)(=[O:13])=[O:14])[C:10]=2[CH:11]=1, predict the reactants needed to synthesize it. The reactants are: [CH3:1][O:2][C:3]1[CH:11]=[C:10]2[C:6]([CH:7]=[CH:8][N:9]2[S:12]([C:15]2[CH:20]=[CH:19][CH:18]=[CH:17][CH:16]=2)(=[O:14])=[O:13])=[C:5]([CH:21]=C)[CH:4]=1.N1C(C)=CC=CC=1C.I([O-])(=O)(=O)=[O:32].[Na+].Cl.